From a dataset of Forward reaction prediction with 1.9M reactions from USPTO patents (1976-2016). Predict the product of the given reaction. (1) Given the reactants [CH2:1]([C:3]1[S:4][C:5]([C:15]2[CH:20]=[CH:19][N:18]=[C:17](F)[CH:16]=2)=[C:6]([C:8]2[CH:13]=[CH:12][CH:11]=[C:10]([CH3:14])[CH:9]=2)[N:7]=1)[CH3:2].[CH:22]1([NH2:27])[CH2:26][CH2:25][CH2:24][CH2:23]1.C(=O)([O-])O.[Na+], predict the reaction product. The product is: [CH:22]1([NH:27][C:17]2[CH:16]=[C:15]([C:5]3[S:4][C:3]([CH2:1][CH3:2])=[N:7][C:6]=3[C:8]3[CH:13]=[CH:12][CH:11]=[C:10]([CH3:14])[CH:9]=3)[CH:20]=[CH:19][N:18]=2)[CH2:26][CH2:25][CH2:24][CH2:23]1. (2) Given the reactants [Cl:1][C:2]1[CH:3]=[CH:4][C:5]2[N:11]3[CH:12]=[CH:13][CH:14]=[C:10]3[C@@H:9]([CH2:15][CH2:16][N:17]3[CH:21]=[C:20]([C:22](OCC)=[O:23])[CH:19]=[N:18]3)[O:8][C@H:7]([C:27]3[CH:32]=[CH:31][CH:30]=[C:29]([O:33][CH3:34])[C:28]=3[O:35][CH3:36])[C:6]=2[CH:37]=1.[H-].[Al+3].[Li+].[H-].[H-].[H-], predict the reaction product. The product is: [Cl:1][C:2]1[CH:3]=[CH:4][C:5]2[N:11]3[CH:12]=[CH:13][CH:14]=[C:10]3[C@@H:9]([CH2:15][CH2:16][N:17]3[CH:21]=[C:20]([CH2:22][OH:23])[CH:19]=[N:18]3)[O:8][C@H:7]([C:27]3[CH:32]=[CH:31][CH:30]=[C:29]([O:33][CH3:34])[C:28]=3[O:35][CH3:36])[C:6]=2[CH:37]=1. (3) Given the reactants [Cl:1][C:2]1[N:6]([CH2:7][CH:8](F)F)[N:5]=[CH:4][C:3]=1[N+:11]([O-:13])=[O:12].[CH:14]1(CN2C=C([N+]([O-])=O)C=N2)C[CH2:15]1, predict the reaction product. The product is: [Cl:1][C:2]1[N:6]([CH2:7][CH:8]2[CH2:15][CH2:14]2)[N:5]=[CH:4][C:3]=1[N+:11]([O-:13])=[O:12]. (4) Given the reactants [NH2:1][CH2:2][C:3]([CH:5]1[C@@H:10]2[CH2:11][CH2:12][C@H:6]1[CH2:7][CH:8]([C@H:13]([NH:24][S@:25]([C:27]([CH3:30])([CH3:29])[CH3:28])=[O:26])[CH2:14][C:15]1[CH:20]=[C:19]([F:21])[C:18]([F:22])=[CH:17][C:16]=1[F:23])[CH2:9]2)=[O:4].C(O)(=O)C.[CH3:35][C:36]([CH3:38])=O.C([BH3-])#N.[Na+], predict the reaction product. The product is: [NH3:1].[CH:36]([NH:1][CH2:2][C:3]([CH:5]1[C@@H:6]2[CH2:12][CH2:11][C@H:10]1[CH2:9][CH:8]([C@H:13]([NH:24][S@:25]([C:27]([CH3:30])([CH3:29])[CH3:28])=[O:26])[CH2:14][C:15]1[CH:20]=[C:19]([F:21])[C:18]([F:22])=[CH:17][C:16]=1[F:23])[CH2:7]2)=[O:4])([CH3:38])[CH3:35]. (5) Given the reactants [CH2:1]([O:3][C:4]1[CH:5]=[C:6]([C:13](=[O:39])[CH2:14][CH2:15][C:16]([NH:18][C:19]2[CH:28]=[C:27]([C:29]3[CH:34]=[CH:33][C:32]([O:35]COC)=[CH:31][CH:30]=3)[C:26]3[C:21](=[CH:22][CH:23]=[CH:24][CH:25]=3)[N:20]=2)=[O:17])[CH:7]=[CH:8][C:9]=1[O:10][CH2:11][CH3:12])[CH3:2].Cl, predict the reaction product. The product is: [CH2:1]([O:3][C:4]1[CH:5]=[C:6]([C:13](=[O:39])[CH2:14][CH2:15][C:16]([NH:18][C:19]2[CH:28]=[C:27]([C:29]3[CH:30]=[CH:31][C:32]([OH:35])=[CH:33][CH:34]=3)[C:26]3[C:21](=[CH:22][CH:23]=[CH:24][CH:25]=3)[N:20]=2)=[O:17])[CH:7]=[CH:8][C:9]=1[O:10][CH2:11][CH3:12])[CH3:2]. (6) Given the reactants [OH:1][C:2]1[CH:3]=[C:4]2[C:9](=[CH:10][CH:11]=1)[CH:8]=[C:7]([CH:12]=[O:13])[CH:6]=[CH:5]2.C([O-])([O-])=O.[K+].[K+].Br[CH2:21][CH2:22][CH2:23][CH2:24][C:25]([O:27][CH2:28][CH3:29])=[O:26], predict the reaction product. The product is: [CH2:28]([O:27][C:25](=[O:26])[CH2:24][CH2:23][CH2:22][CH2:21][O:1][C:2]1[CH:11]=[CH:10][C:9]2[C:4](=[CH:5][CH:6]=[C:7]([CH:12]=[O:13])[CH:8]=2)[CH:3]=1)[CH3:29].